From a dataset of Reaction yield outcomes from USPTO patents with 853,638 reactions. Predict the reaction yield, written as a fraction of the theoretical maximum amount of product (1.0 means a 100% yield; for example, 0.34 means a 34% yield). The reactants are [F:1][C:2]([C:4]1[CH:9]=[CH:8][CH:7]=[CH:6][CH:5]=1)=[CH2:3].[N+](=[CH:12][C:13]([O:15][CH2:16][CH3:17])=[O:14])=[N-]. The product is [F:1][C:2]1([C:4]2[CH:9]=[CH:8][CH:7]=[CH:6][CH:5]=2)[CH2:3][CH:12]1[C:13]([O:15][CH2:16][CH3:17])=[O:14]. The yield is 0.0560. The catalyst is C(Cl)Cl.C1(NN)C=CC=CC=1.C/C(/O)=C/C(C)=O.C/C(/O)=C/C(C)=O.[Cu].